From a dataset of Full USPTO retrosynthesis dataset with 1.9M reactions from patents (1976-2016). Predict the reactants needed to synthesize the given product. (1) Given the product [Cl:1][C:2]1[CH:3]=[C:4]([C:9]2([C:22]([F:23])([F:25])[F:24])[O:13][N:12]=[C:11]([C:14]3[CH:15]=[CH:16][C:17]([CH3:21])=[C:18]([NH:19][C:26](=[O:28])[CH3:27])[CH:20]=3)[CH2:10]2)[CH:5]=[C:6]([Cl:8])[CH:7]=1, predict the reactants needed to synthesize it. The reactants are: [Cl:1][C:2]1[CH:3]=[C:4]([C:9]2([C:22]([F:25])([F:24])[F:23])[O:13][N:12]=[C:11]([C:14]3[CH:15]=[CH:16][C:17]([CH3:21])=[C:18]([CH:20]=3)[NH2:19])[CH2:10]2)[CH:5]=[C:6]([Cl:8])[CH:7]=1.[C:26](O)(=[O:28])[CH3:27].Cl.C(N(CC)CCCN=C=NCC)C.C(=O)([O-])O.[Na+]. (2) Given the product [N+:13]([C:6]1[CH:5]=[C:4]([S:3][C:2]([F:11])([F:1])[F:12])[CH:9]=[CH:8][C:7]=1[OH:10])([O-:15])=[O:14], predict the reactants needed to synthesize it. The reactants are: [F:1][C:2]([F:12])([F:11])[S:3][C:4]1[CH:9]=[CH:8][C:7]([OH:10])=[CH:6][CH:5]=1.[N+:13]([O-])([OH:15])=[O:14].S(=O)(=O)(O)O. (3) Given the product [CH2:1]([O:3][C:4](=[O:20])[C:5]([O:8][C:9]1[C:18]2[C:13](=[CH:14][CH:15]=[CH:16][CH:17]=2)[CH:12]=[C:11]([O:19][CH2:31][CH2:30][C:29]2[C:24]([CH:21]3[CH2:23][CH2:22]3)=[N:25][C:26]([C:33]3[CH:38]=[CH:37][C:36]([C:39]([F:42])([F:40])[F:41])=[CH:35][CH:34]=3)=[N:27][CH:28]=2)[CH:10]=1)([CH3:7])[CH3:6])[CH3:2], predict the reactants needed to synthesize it. The reactants are: [CH2:1]([O:3][C:4](=[O:20])[C:5]([O:8][C:9]1[C:18]2[C:13](=[CH:14][CH:15]=[CH:16][CH:17]=2)[CH:12]=[C:11]([OH:19])[CH:10]=1)([CH3:7])[CH3:6])[CH3:2].[CH:21]1([C:24]2[C:29]([CH2:30][CH2:31]O)=[CH:28][N:27]=[C:26]([C:33]3[CH:38]=[CH:37][C:36]([C:39]([F:42])([F:41])[F:40])=[CH:35][CH:34]=3)[N:25]=2)[CH2:23][CH2:22]1. (4) Given the product [CH3:56][N:57]([CH3:65])[CH:58]1[CH2:63][CH2:62][CH:61]([NH:64][C:33]([C:30]2[CH:31]=[CH:32][C:27]([C:24]3[CH:23]=[CH:22][C:21]([CH2:20][C@H:19]([NH:18][C:16]([C@H:13]4[CH2:12][CH2:11][C@H:10]([CH2:9][NH:8][C:6](=[O:7])[O:5][C:1]([CH3:2])([CH3:4])[CH3:3])[CH2:15][CH2:14]4)=[O:17])[C:37](=[O:55])[NH:38][C:39]4[CH:54]=[CH:53][C:42]5[NH:43][C:44]([C:46]([F:51])([F:52])[C:47]([F:50])([F:49])[F:48])=[N:45][C:41]=5[CH:40]=4)=[CH:26][CH:25]=3)=[C:28]([CH3:36])[CH:29]=2)=[O:35])[CH2:60][CH2:59]1, predict the reactants needed to synthesize it. The reactants are: [C:1]([O:5][C:6]([NH:8][CH2:9][C@H:10]1[CH2:15][CH2:14][C@H:13]([C:16]([NH:18][C@H:19]([C:37](=[O:55])[NH:38][C:39]2[CH:54]=[CH:53][C:42]3[NH:43][C:44]([C:46]([F:52])([F:51])[C:47]([F:50])([F:49])[F:48])=[N:45][C:41]=3[CH:40]=2)[CH2:20][C:21]2[CH:26]=[CH:25][C:24]([C:27]3[CH:32]=[CH:31][C:30]([C:33]([OH:35])=O)=[CH:29][C:28]=3[CH3:36])=[CH:23][CH:22]=2)=[O:17])[CH2:12][CH2:11]1)=[O:7])([CH3:4])([CH3:3])[CH3:2].[CH3:56][N:57]([CH3:65])[CH:58]1[CH2:63][CH2:62][CH:61]([NH2:64])[CH2:60][CH2:59]1.C(N(CC)C(C)C)(C)C.C(P1(=O)OP(=O)(CCC)OP(=O)(CCC)O1)CC.